Dataset: Cav3 T-type calcium channel HTS with 100,875 compounds. Task: Binary Classification. Given a drug SMILES string, predict its activity (active/inactive) in a high-throughput screening assay against a specified biological target. (1) The compound is S(=O)(=O)(N1CCOCC1)c1c2c(sc1C)ncn(c2=O)CC(=O)NCc1ncccc1. The result is 0 (inactive). (2) The drug is O(C(=O)Nc1c(NC(OC)=O)ccc(c1)C)C. The result is 0 (inactive). (3) The compound is s1nnc2cc(C(=O)N3CCN(CC3)c3ncccc3)ccc12. The result is 0 (inactive). (4) The molecule is S(=O)(=O)(NCC(O)=O)c1c(cc(c(c1)C)C)C. The result is 0 (inactive). (5) The molecule is O1C(CCC1)CNC(=O)CS(=O)Cc1nc(oc1C)c1cc(ccc1)C. The result is 0 (inactive). (6) The result is 0 (inactive). The compound is S1CC\C(=N/OS(=O)(=O)c2ccccc2)c2c1ccc(c2)C. (7) The drug is S(c1n(c(nn1)Cc1ccccc1)Cc1occc1)CC(=O)N(C)C. The result is 0 (inactive). (8) The result is 0 (inactive). The molecule is S(=O)(=O)(N(CC(O)CO\N=C1\c2c(c3c1cccc3)cccc2)c1ccc(cc1)C)C. (9) The molecule is S(=O)(=O)(Nc1c(cccc1)C(=O)Nc1noc(c1)C)c1c(ccc(c1)C)C. The result is 0 (inactive).